Dataset: Full USPTO retrosynthesis dataset with 1.9M reactions from patents (1976-2016). Task: Predict the reactants needed to synthesize the given product. Given the product [Cl:1][C:2]1[CH:3]=[C:4]2[CH:10]=[C:9]([CH2:11][OH:12])[N:8]([CH2:16][CH2:17][CH2:18][CH2:19][F:20])[C:5]2=[CH:6][N:7]=1, predict the reactants needed to synthesize it. The reactants are: [Cl:1][C:2]1[CH:3]=[C:4]2[CH:10]=[C:9]([C:11](OCC)=[O:12])[N:8]([CH2:16][CH2:17][CH2:18][CH2:19][F:20])[C:5]2=[CH:6][N:7]=1.[H-].[Al+3].[Li+].[H-].[H-].[H-].C(OC(=O)C)C.